Dataset: Forward reaction prediction with 1.9M reactions from USPTO patents (1976-2016). Task: Predict the product of the given reaction. (1) Given the reactants [Br:1][C:2]1[CH:3]=[C:4]([C:19]2[N:23]=[C:22]([C:24]([NH:26][CH2:27][C:28]3[CH:33]=[CH:32][CH:31]=[C:30]([C:34]([F:37])([F:36])[F:35])[CH:29]=3)=[O:25])[O:21][N:20]=2)[CH:5]=[C:6]([Br:18])[C:7]=1[O:8]CC1C=CC(OC)=CC=1.[CH3:38][C:39](C)([O-])C.[Na+].C(I)C.O, predict the reaction product. The product is: [Br:1][C:2]1[CH:3]=[C:4]([C:19]2[N:23]=[C:22]([C:24]([N:26]([CH2:38][CH3:39])[CH2:27][C:28]3[CH:33]=[CH:32][CH:31]=[C:30]([C:34]([F:37])([F:36])[F:35])[CH:29]=3)=[O:25])[O:21][N:20]=2)[CH:5]=[C:6]([Br:18])[C:7]=1[OH:8]. (2) The product is: [Cl:1][C:2]1[O:6][C:5]([CH2:7][C:8]2[CH:9]=[CH:10][C:11]([CH:14]=[O:15])=[CH:12][CH:13]=2)=[CH:4][CH:3]=1. Given the reactants [Cl:1][C:2]1[O:6][C:5]([CH2:7][C:8]2[CH:13]=[CH:12][C:11]([CH2:14][OH:15])=[CH:10][CH:9]=2)=[CH:4][CH:3]=1, predict the reaction product. (3) Given the reactants Cl[C:2]1[N:3]=[C:4]2[N:12]([CH2:13][C:14]3[C:22]4[C:17](=[CH:18][CH:19]=[CH:20][CH:21]=4)[N:16]([CH3:23])[N:15]=3)[C@H:11]([C:24]([F:27])([F:26])[F:25])[CH2:10][CH2:9][N:5]2[C:6](=[O:8])[CH:7]=1.Cl.[C@H:29]12[CH2:35][C@H:32]([NH:33][CH2:34]1)[CH2:31][O:30]2, predict the reaction product. The product is: [CH3:23][N:16]1[C:17]2[C:22](=[CH:21][CH:20]=[CH:19][CH:18]=2)[C:14]([CH2:13][N:12]2[C:4]3=[N:3][C:2]([N:33]4[CH2:34][C@@H:29]5[CH2:35][C@H:32]4[CH2:31][O:30]5)=[CH:7][C:6](=[O:8])[N:5]3[CH2:9][CH2:10][C@H:11]2[C:24]([F:25])([F:27])[F:26])=[N:15]1. (4) Given the reactants [CH3:1][O:2][N:3]([CH3:13])[C:4]([C:6]1[CH:11]=[CH:10][CH:9]=[C:8](F)[N:7]=1)=[O:5].[N:14]([Si](C)(C)C)=[N+:15]=[N-:16], predict the reaction product. The product is: [CH3:1][O:2][N:3]([CH3:13])[C:4]([C:6]1[CH:11]=[CH:10][CH:9]=[C:8]([N:14]=[N+:15]=[N-:16])[N:7]=1)=[O:5]. (5) Given the reactants [CH2:1]([C:3]1[CH:4]=[C:5]([N:9]=[C:10]=[S:11])[CH:6]=[CH:7][CH:8]=1)[CH3:2].[NH3:12], predict the reaction product. The product is: [CH2:1]([C:3]1[CH:4]=[C:5]([NH:9][C:10]([NH2:12])=[S:11])[CH:6]=[CH:7][CH:8]=1)[CH3:2].